This data is from Catalyst prediction with 721,799 reactions and 888 catalyst types from USPTO. The task is: Predict which catalyst facilitates the given reaction. (1) Reactant: [BH4-].[Na+].[Cl:3][C:4]1[CH:9]=[CH:8][C:7]([C:10]2[N:11]=[C:12]3[CH:17]=[CH:16][C:15]([C:18]4[O:22][C:21]([CH:23]=[O:24])=[CH:20][CH:19]=4)=[CH:14][N:13]3[CH:25]=2)=[CH:6][CH:5]=1. Product: [Cl:3][C:4]1[CH:9]=[CH:8][C:7]([C:10]2[N:11]=[C:12]3[CH:17]=[CH:16][C:15]([C:18]4[O:22][C:21]([CH2:23][OH:24])=[CH:20][CH:19]=4)=[CH:14][N:13]3[CH:25]=2)=[CH:6][CH:5]=1. The catalyst class is: 5. (2) Reactant: Br[C:2]1[C:3]([NH:10][CH2:11][CH2:12][CH:13]2[CH2:17][CH2:16][CH2:15][CH2:14]2)=[N:4][C:5]([C:8]#[N:9])=[N:6][CH:7]=1.[CH2:18]([O:21][C:22]1[CH:27]=[CH:26][C:25]([N:28]2[CH2:33][CH2:32][N:31]([C:34](=[O:36])[CH3:35])[CH2:30][CH2:29]2)=[CH:24][CH:23]=1)[C:19]#[CH:20].CCN(CC)CC.C1CCN2C(=NCCC2)CC1. Product: [C:34]([N:31]1[CH2:30][CH2:29][N:28]([C:25]2[CH:26]=[CH:27][C:22]([O:21][CH2:18][C:19]3[N:10]([CH2:11][CH2:12][CH:13]4[CH2:17][CH2:16][CH2:15][CH2:14]4)[C:3]4[N:4]=[C:5]([C:8]#[N:9])[N:6]=[CH:7][C:2]=4[CH:20]=3)=[CH:23][CH:24]=2)[CH2:33][CH2:32]1)(=[O:36])[CH3:35]. The catalyst class is: 538. (3) Reactant: [CH2:1]([O:8][C@@H:9]1[C@@H:16]([O:17][CH2:18][C:19]2[CH:24]=[CH:23][CH:22]=[CH:21][CH:20]=2)[C@H:15]([CH2:25][O:26][CH2:27][C:28]2[CH:33]=[CH:32][CH:31]=[CH:30][CH:29]=2)[O:14][C@@H:11]([O:12][CH3:13])[C@@H:10]1[OH:34])[C:2]1[CH:7]=[CH:6][CH:5]=[CH:4][CH:3]=1.N1C=CC=CC=1.[F:41][C:42]([F:55])([F:54])[S:43](O[S:43]([C:42]([F:55])([F:54])[F:41])(=[O:45])=[O:44])(=[O:45])=[O:44].C([O-])(O)=O.[Na+]. Product: [CH2:1]([O:8][C@@H:9]1[C@@H:16]([O:17][CH2:18][C:19]2[CH:20]=[CH:21][CH:22]=[CH:23][CH:24]=2)[C@H:15]([CH2:25][O:26][CH2:27][C:28]2[CH:29]=[CH:30][CH:31]=[CH:32][CH:33]=2)[O:14][C@@H:11]([O:12][CH3:13])[C@@H:10]1[O:34][S:43]([C:42]([F:55])([F:54])[F:41])(=[O:45])=[O:44])[C:2]1[CH:7]=[CH:6][CH:5]=[CH:4][CH:3]=1. The catalyst class is: 4. (4) Reactant: [I-].C[S+](C)(C)=O.[CH3:7]C(C)([O-])C.[K+].O1CCCC1.[CH:18]([CH:20]([NH:42][C:43](=[O:49])[O:44][C:45]([CH3:48])([CH3:47])[CH3:46])[CH2:21][CH:22]([CH2:26][C:27]1[CH:28]=[C:29]2[C:33](=[CH:34][CH:35]=1)[N:32]([CH3:36])[CH:31]=[C:30]2[CH2:37][CH2:38][CH2:39][O:40][CH3:41])[CH:23]([CH3:25])[CH3:24])=[O:19]. Product: [CH3:41][O:40][CH2:39][CH2:38][CH2:37][C:30]1[C:29]2[C:33](=[CH:34][CH:35]=[C:27]([CH2:26][CH:22]([CH:23]([CH3:24])[CH3:25])[CH2:21][CH:20]([NH:42][C:43](=[O:49])[O:44][C:45]([CH3:47])([CH3:46])[CH3:48])[CH:18]3[CH2:7][O:19]3)[CH:28]=2)[N:32]([CH3:36])[CH:31]=1. The catalyst class is: 16. (5) Reactant: [CH3:1][O:2][C:3]([NH:5][C@@H:6]([CH:10]([CH3:12])[CH3:11])[C:7](O)=[O:8])=[O:4].CN(C(ON1N=NC2C=CC=NC1=2)=[N+](C)C)C.F[P-](F)(F)(F)(F)F.Cl.Cl.[Br:39][C:40]1[CH:45]=[CH:44][C:43]([C:46]2[NH:50][C:49]([C@@H:51]3[CH2:55][C@H:54]([CH3:56])[CH2:53][NH:52]3)=[N:48][CH:47]=2)=[CH:42][CH:41]=1.C(N(CC)C(C)C)(C)C. Product: [CH3:1][O:2][C:3](=[O:4])[NH:5][C@H:6]([C:7]([N:52]1[CH2:53][C@@H:54]([CH3:56])[CH2:55][C@H:51]1[C:49]1[NH:50][C:46]([C:43]2[CH:44]=[CH:45][C:40]([Br:39])=[CH:41][CH:42]=2)=[CH:47][N:48]=1)=[O:8])[CH:10]([CH3:12])[CH3:11]. The catalyst class is: 566. (6) Reactant: [CH3:1][O:2][C:3]1[CH:8]=[CH:7][C:6]([NH2:9])=[CH:5][CH:4]=1.N1CCC[C@H:11]1C(O)=O.[C:18]1(=[O:24])[CH2:23][CH2:22][CH2:21][CH:20]=[CH:19]1.C=O. Product: [CH3:1][O:2][C:3]1[CH:8]=[CH:7][C:6]([N:9]2[CH2:11][C@@H:23]3[CH2:22][CH2:21][C@H:20]2[CH2:19][C:18]3=[O:24])=[CH:5][CH:4]=1. The catalyst class is: 148.